This data is from Reaction yield outcomes from USPTO patents with 853,638 reactions. The task is: Predict the reaction yield, written as a fraction of the theoretical maximum amount of product (1.0 means a 100% yield; for example, 0.34 means a 34% yield). (1) The reactants are [F:1][C:2]([F:15])([F:14])[C:3]1([NH:6]C(=O)OC(C)(C)C)[CH2:5][CH2:4]1.[ClH:16]. No catalyst specified. The product is [ClH:16].[F:1][C:2]([F:15])([F:14])[C:3]1([NH2:6])[CH2:5][CH2:4]1. The yield is 1.00. (2) The reactants are [C:1]([O:5][C:6]([N:8]1[CH2:13][CH2:12][C:11](=[O:14])[CH:10]([F:15])[CH2:9]1)=[O:7])([CH3:4])([CH3:3])[CH3:2].[BH4-].[Na+]. The catalyst is CO. The product is [F:15][C@H:10]1[C@@H:11]([OH:14])[CH2:12][CH2:13][N:8]([C:6]([O:5][C:1]([CH3:4])([CH3:3])[CH3:2])=[O:7])[CH2:9]1.[F:15][C@H:10]1[C@H:11]([OH:14])[CH2:12][CH2:13][N:8]([C:6]([O:5][C:1]([CH3:4])([CH3:3])[CH3:2])=[O:7])[CH2:9]1. The yield is 0.650.